From a dataset of NCI-60 drug combinations with 297,098 pairs across 59 cell lines. Regression. Given two drug SMILES strings and cell line genomic features, predict the synergy score measuring deviation from expected non-interaction effect. (1) Drug 2: CC1=C(C(CCC1)(C)C)C=CC(=CC=CC(=CC(=O)O)C)C. Drug 1: CS(=O)(=O)C1=CC(=C(C=C1)C(=O)NC2=CC(=C(C=C2)Cl)C3=CC=CC=N3)Cl. Synergy scores: CSS=0.422, Synergy_ZIP=0.647, Synergy_Bliss=2.49, Synergy_Loewe=-0.928, Synergy_HSA=-0.510. Cell line: UACC-257. (2) Drug 1: CC1OCC2C(O1)C(C(C(O2)OC3C4COC(=O)C4C(C5=CC6=C(C=C35)OCO6)C7=CC(=C(C(=C7)OC)O)OC)O)O. Drug 2: C1=CN(C(=O)N=C1N)C2C(C(C(O2)CO)O)O.Cl. Cell line: HT29. Synergy scores: CSS=46.0, Synergy_ZIP=-7.51, Synergy_Bliss=-3.97, Synergy_Loewe=-14.2, Synergy_HSA=0.179.